From a dataset of Reaction yield outcomes from USPTO patents with 853,638 reactions. Predict the reaction yield, written as a fraction of the theoretical maximum amount of product (1.0 means a 100% yield; for example, 0.34 means a 34% yield). (1) The reactants are [Cl:1][C:2]1[CH:7]=[CH:6][CH:5]=[CH:4][C:3]=1[O:8][CH3:9].S(=O)(=O)(O)O.[CH3:15][C:16]([CH3:21])=[CH:17][C:18]([OH:20])=[O:19]. The catalyst is O. The product is [Cl:1][C:2]1[CH:7]=[C:6]([C:16]([CH3:21])([CH3:15])[CH2:17][C:18]([OH:20])=[O:19])[CH:5]=[CH:4][C:3]=1[O:8][CH3:9]. The yield is 0.127. (2) The reactants are [C:1]([O:5][C:6]([N:8]1[CH2:13][CH:12]=[C:11](B2OC(C)(C)C(C)(C)O2)[CH2:10][CH2:9]1)=[O:7])([CH3:4])([CH3:3])[CH3:2].C(OC(N1CCC(=O)CC1)=O)(C)(C)C.C([O-])([O-])=O.[K+].[K+].[C:43]1([S:49]([N:52]2[C:56]3=[N:57][CH:58]=[CH:59][C:60](Cl)=[C:55]3[CH:54]=[CH:53]2)(=[O:51])=[O:50])[CH:48]=[CH:47][CH:46]=[CH:45][CH:44]=1. The yield is 0.450. The product is [C:1]([O:5][C:6]([N:8]1[CH2:13][CH:12]=[C:11]([C:60]2[CH:59]=[CH:58][N:57]=[C:56]3[N:52]([S:49]([C:43]4[CH:44]=[CH:45][CH:46]=[CH:47][CH:48]=4)(=[O:50])=[O:51])[CH:53]=[CH:54][C:55]=23)[CH2:10][CH2:9]1)=[O:7])([CH3:2])([CH3:3])[CH3:4]. The catalyst is CN(C=O)C.C1C=CC([PH+]([C]2[CH][CH][CH][CH]2)C2C=CC=CC=2)=CC=1.C1C=CC([PH+]([C]2[CH][CH][CH][CH]2)C2C=CC=CC=2)=CC=1.C(Cl)Cl.Cl[Pd]Cl.[Fe]. (3) The reactants are [CH3:1][C:2]1[O:3][C:4]2[C:13]3[C:12](=[CH:14][CH2:15][NH:16][C:17](=[O:20])[CH2:18][CH3:19])[CH2:11][CH2:10][C:9]=3[CH:8]=[CH:7][C:5]=2[N:6]=1. The catalyst is CO.[C].[Pd]. The product is [CH3:1][C:2]1[O:3][C:4]2[C:13]3[CH:12]([CH2:14][CH2:15][NH:16][C:17](=[O:20])[CH2:18][CH3:19])[CH2:11][CH2:10][C:9]=3[CH:8]=[CH:7][C:5]=2[N:6]=1. The yield is 0.850. (4) The reactants are [CH3:1][O:2][C:3](=[O:14])[C:4]1[C:5]([CH3:13])=[N:6][CH2:7][C:8]([C:11]#[N:12])(O)[CH:9]=1.P(Cl)(Cl)(Cl)(Cl)[Cl:16]. The catalyst is O=P(Cl)(Cl)Cl. The product is [Cl:16][C:7]1[C:8]([C:11]#[N:12])=[CH:9][C:4]([C:3]([O:2][CH3:1])=[O:14])=[C:5]([CH3:13])[N:6]=1. The yield is 0.680. (5) The reactants are O(CCCCCCC(C1OC(C)=NN=1)=O)C1C=CC=CC=1.[CH2:22]([O:29][C:30]1[CH:50]=[CH:49][C:33]([O:34][CH2:35][CH2:36][CH2:37][CH2:38][CH2:39][CH2:40][CH:41]([C:43]2[O:44][C:45]([CH3:48])=[N:46][N:47]=2)[OH:42])=[CH:32][CH:31]=1)[C:23]1[CH:28]=[CH:27][CH:26]=[CH:25][CH:24]=1.CC(OI1(OC(C)=O)(OC(C)=O)OC(=O)C2C=CC=CC1=2)=O. The catalyst is C(Cl)Cl. The product is [CH2:22]([O:29][C:30]1[CH:50]=[CH:49][C:33]([O:34][CH2:35][CH2:36][CH2:37][CH2:38][CH2:39][CH2:40][C:41]([C:43]2[O:44][C:45]([CH3:48])=[N:46][N:47]=2)=[O:42])=[CH:32][CH:31]=1)[C:23]1[CH:24]=[CH:25][CH:26]=[CH:27][CH:28]=1. The yield is 0.800. (6) The reactants are [Li][CH2:2]CCC.[CH3:6][CH2:7][CH2:8][CH2:9][CH2:10][CH3:11].C[N:13]([CH:15]=O)[CH3:14].[CH2:17]1[CH2:21][O:20][CH2:19][CH2:18]1. No catalyst specified. The product is [C:8]1([CH3:2])[CH:7]=[CH:6][CH:11]=[CH:10][C:9]=1[C:15]1[CH:21]=[CH:17][C:18]([CH:19]=[O:20])=[CH:14][N:13]=1. The yield is 0.910. (7) The reactants are [CH2:1]([C:5]1[CH:6]=[C:7]([CH:11]=[CH:12][CH:13]=1)[C:8]([OH:10])=O)[CH:2]([CH3:4])[CH3:3].[CH2:14]([NH2:21])[C:15]1[CH:20]=[CH:19][CH:18]=[CH:17][CH:16]=1. No catalyst specified. The product is [CH2:1]([C:5]1[CH:6]=[C:7]([CH:11]=[CH:12][CH:13]=1)[C:8]([NH:21][CH2:14][C:15]1[CH:20]=[CH:19][CH:18]=[CH:17][CH:16]=1)=[O:10])[CH:2]([CH3:3])[CH3:4]. The yield is 0.810. (8) The reactants are Br[C:2]1[CH:3]=[C:4]([NH:10][C:11]2[CH:16]=[CH:15][C:14]([C:17]([N:19]3[CH2:24][CH2:23][O:22][CH2:21][CH2:20]3)=[O:18])=[CH:13][N:12]=2)[C:5](=[O:9])[N:6]([CH3:8])[CH:7]=1.CC(C1C=C(C(C)C)C(C2C=CC=CC=2P(C2CCCCC2)C2CCCCC2)=C(C(C)C)C=1)C.CC([O-])=O.[K+].[CH3:64][C:65]1([CH3:81])[C:69]([CH3:71])([CH3:70])[O:68][B:67]([B:67]2[O:68][C:69]([CH3:71])([CH3:70])[C:65]([CH3:81])([CH3:64])[O:66]2)[O:66]1. The catalyst is C1C=CC(/C=C/C(/C=C/C2C=CC=CC=2)=O)=CC=1.C1C=CC(/C=C/C(/C=C/C2C=CC=CC=2)=O)=CC=1.C1C=CC(/C=C/C(/C=C/C2C=CC=CC=2)=O)=CC=1.[Pd].[Pd].O1CCOCC1. The product is [CH3:8][N:6]1[CH:7]=[C:2]([B:67]2[O:68][C:69]([CH3:71])([CH3:70])[C:65]([CH3:81])([CH3:64])[O:66]2)[CH:3]=[C:4]([NH:10][C:11]2[CH:16]=[CH:15][C:14]([C:17]([N:19]3[CH2:24][CH2:23][O:22][CH2:21][CH2:20]3)=[O:18])=[CH:13][N:12]=2)[C:5]1=[O:9]. The yield is 0.630. (9) The reactants are [Cl:1][CH2:2][C:3]([N:5]1[C:13]2[C:8](=[CH:9][CH:10]=[CH:11][CH:12]=2)[CH2:7][CH2:6]1)=[O:4].[C:14]1([P:20]([C:27]2[CH:32]=[CH:31][CH:30]=[CH:29][CH:28]=2)[C:21]2[CH:26]=[CH:25][CH:24]=[CH:23][CH:22]=2)[CH:19]=[CH:18][CH:17]=[CH:16][CH:15]=1. The catalyst is C1(C)C=CC=CC=1. The product is [Cl-:1].[N:5]1([C:3](=[O:4])[CH2:2][P+:20]([C:21]2[CH:22]=[CH:23][CH:24]=[CH:25][CH:26]=2)([C:27]2[CH:32]=[CH:31][CH:30]=[CH:29][CH:28]=2)[C:14]2[CH:15]=[CH:16][CH:17]=[CH:18][CH:19]=2)[C:13]2[C:8](=[CH:9][CH:10]=[CH:11][CH:12]=2)[CH2:7][CH2:6]1. The yield is 0.940.